Dataset: NCI-60 drug combinations with 297,098 pairs across 59 cell lines. Task: Regression. Given two drug SMILES strings and cell line genomic features, predict the synergy score measuring deviation from expected non-interaction effect. (1) Drug 1: C1=CC=C(C=C1)NC(=O)CCCCCCC(=O)NO. Drug 2: COCCOC1=C(C=C2C(=C1)C(=NC=N2)NC3=CC=CC(=C3)C#C)OCCOC.Cl. Cell line: NCIH23. Synergy scores: CSS=8.89, Synergy_ZIP=-4.74, Synergy_Bliss=-5.27, Synergy_Loewe=-13.8, Synergy_HSA=-4.70. (2) Drug 1: CCC1(CC2CC(C3=C(CCN(C2)C1)C4=CC=CC=C4N3)(C5=C(C=C6C(=C5)C78CCN9C7C(C=CC9)(C(C(C8N6C)(C(=O)OC)O)OC(=O)C)CC)OC)C(=O)OC)O.OS(=O)(=O)O. Drug 2: C1CN(CCN1C(=O)CCBr)C(=O)CCBr. Cell line: MALME-3M. Synergy scores: CSS=6.65, Synergy_ZIP=-4.41, Synergy_Bliss=-3.85, Synergy_Loewe=-8.97, Synergy_HSA=-5.26. (3) Drug 1: CC(C)CN1C=NC2=C1C3=CC=CC=C3N=C2N. Synergy scores: CSS=32.4, Synergy_ZIP=1.35, Synergy_Bliss=0.804, Synergy_Loewe=-9.59, Synergy_HSA=0.00579. Drug 2: CC1C(C(CC(O1)OC2CC(CC3=C2C(=C4C(=C3O)C(=O)C5=C(C4=O)C(=CC=C5)OC)O)(C(=O)CO)O)N)O.Cl. Cell line: KM12. (4) Drug 1: CCN(CC)CCNC(=O)C1=C(NC(=C1C)C=C2C3=C(C=CC(=C3)F)NC2=O)C. Drug 2: C(CN)CNCCSP(=O)(O)O. Cell line: MALME-3M. Synergy scores: CSS=4.71, Synergy_ZIP=-2.35, Synergy_Bliss=-6.87, Synergy_Loewe=-15.7, Synergy_HSA=-6.23. (5) Drug 1: C1=C(C(=O)NC(=O)N1)F. Drug 2: C1CNP(=O)(OC1)N(CCCl)CCCl. Cell line: K-562. Synergy scores: CSS=48.1, Synergy_ZIP=-7.28, Synergy_Bliss=-17.5, Synergy_Loewe=-35.3, Synergy_HSA=-16.3. (6) Drug 1: CS(=O)(=O)CCNCC1=CC=C(O1)C2=CC3=C(C=C2)N=CN=C3NC4=CC(=C(C=C4)OCC5=CC(=CC=C5)F)Cl. Drug 2: CC1C(C(CC(O1)OC2CC(CC3=C2C(=C4C(=C3O)C(=O)C5=C(C4=O)C(=CC=C5)OC)O)(C(=O)CO)O)N)O.Cl. Cell line: OVCAR-5. Synergy scores: CSS=31.3, Synergy_ZIP=0.668, Synergy_Bliss=5.14, Synergy_Loewe=-1.38, Synergy_HSA=3.24.